From a dataset of Reaction yield outcomes from USPTO patents with 853,638 reactions. Predict the reaction yield, written as a fraction of the theoretical maximum amount of product (1.0 means a 100% yield; for example, 0.34 means a 34% yield). (1) The reactants are [F:1][C:2]([F:19])([F:18])[C:3]1[CH:8]=[CH:7][C:6]([O:9][C:10]2[CH:17]=[CH:16][C:13]([CH:14]=O)=[CH:12][CH:11]=2)=[CH:5][CH:4]=1.[H-].[Na+].[CH2:22]1COCC1. The catalyst is [Br-].C[P+](C1C=CC=CC=1)(C1C=CC=CC=1)C1C=CC=CC=1. The product is [CH:14]([C:13]1[CH:16]=[CH:17][C:10]([O:9][C:6]2[CH:7]=[CH:8][C:3]([C:2]([F:19])([F:18])[F:1])=[CH:4][CH:5]=2)=[CH:11][CH:12]=1)=[CH2:22]. The yield is 0.190. (2) The reactants are Br[C:2]1[C:7]2[S:8][C:9]([C:11]3[C:16]([Cl:17])=[CH:15][CH:14]=[CH:13][C:12]=3[Cl:18])=[N:10][C:6]=2[C:5]([F:19])=[CH:4][N:3]=1.[CH3:20][C:21]1[N:26]=[CH:25][N:24]=[C:23]([NH2:27])[CH:22]=1.CC1(C)C2C(=C(P(C3C=CC=CC=3)C3C=CC=CC=3)C=CC=2)OC2C(P(C3C=CC=CC=3)C3C=CC=CC=3)=CC=CC1=2.C([O-])([O-])=O.[Cs+].[Cs+]. The catalyst is O1CCOCC1.C1C=CC(/C=C/C(/C=C/C2C=CC=CC=2)=O)=CC=1.C1C=CC(/C=C/C(/C=C/C2C=CC=CC=2)=O)=CC=1.C1C=CC(/C=C/C(/C=C/C2C=CC=CC=2)=O)=CC=1.[Pd].[Pd]. The product is [Cl:18][C:12]1[CH:13]=[CH:14][CH:15]=[C:16]([Cl:17])[C:11]=1[C:9]1[S:8][C:7]2[C:2]([NH:27][C:23]3[CH:22]=[C:21]([CH3:20])[N:26]=[CH:25][N:24]=3)=[N:3][CH:4]=[C:5]([F:19])[C:6]=2[N:10]=1. The yield is 0.580.